This data is from Forward reaction prediction with 1.9M reactions from USPTO patents (1976-2016). The task is: Predict the product of the given reaction. (1) The product is: [C:3]([O:7][C:8]([N:10]1[CH2:15][CH2:14][C:13]2([CH2:20][CH2:19][N:18]([CH2:23][C:24]3[CH:29]=[CH:28][N:27]=[CH:26][CH:25]=3)[CH2:17][CH2:16]2)[CH2:12][CH2:11]1)=[O:9])([CH3:6])([CH3:4])[CH3:5]. Given the reactants [H-].[Na+].[C:3]([O:7][C:8]([N:10]1[CH2:15][CH2:14][C:13]2([CH2:20][CH2:19][NH:18][CH2:17][CH2:16]2)[CH2:12][CH2:11]1)=[O:9])([CH3:6])([CH3:5])[CH3:4].Cl.Br[CH2:23][C:24]1[CH:29]=[CH:28][N:27]=[CH:26][CH:25]=1, predict the reaction product. (2) Given the reactants [CH2:1]([O:3][C:4]([C:6]1[N:11]=[C:10](Br)[C:9]2[N:13]=[C:14]([C:16]3[CH:21]=[CH:20][C:19]([F:22])=[CH:18][CH:17]=3)[S:15][C:8]=2[C:7]=1[OH:23])=[O:5])[CH3:2].[CH3:24][Sn](C)(C)C, predict the reaction product. The product is: [CH2:1]([O:3][C:4]([C:6]1[N:11]=[C:10]([CH3:24])[C:9]2[N:13]=[C:14]([C:16]3[CH:21]=[CH:20][C:19]([F:22])=[CH:18][CH:17]=3)[S:15][C:8]=2[C:7]=1[OH:23])=[O:5])[CH3:2]. (3) Given the reactants F[C:2]1[CH:9]=[C:8]([N:10]2[C:22]3[CH:21]=[CH:20][CH:19]=[C:18]([C:23]4[NH:27][C:26]5[CH:28]=[C:29]([F:32])[CH:30]=[CH:31][C:25]=5[N:24]=4)[C:17]=3[C:16]3[C:11]2=[CH:12][CH:13]=[CH:14][CH:15]=3)[CH:7]=[CH:6][C:3]=1[C:4]#[N:5].C(=O)([O-])[O-:34].[K+].[K+].[O:39]1[CH:43]=[CH:42][C:41]([CH2:44][NH2:45])=[CH:40]1.[OH-].[Na+].OO, predict the reaction product. The product is: [F:32][C:29]1[CH:30]=[CH:31][C:25]2[N:24]=[C:23]([C:18]3[C:17]4[C:16]5[C:11](=[CH:12][CH:13]=[CH:14][CH:15]=5)[N:10]([C:8]5[CH:7]=[CH:6][C:3]([C:4]([NH2:5])=[O:34])=[C:2]([NH:45][CH2:44][C:41]6[CH:42]=[CH:43][O:39][CH:40]=6)[CH:9]=5)[C:22]=4[CH:21]=[CH:20][CH:19]=3)[NH:27][C:26]=2[CH:28]=1. (4) Given the reactants [F:1][C:2]([F:30])([F:29])[C:3]1[CH:4]=[C:5]([C@H:13]2[O:17][C:16](=[O:18])[N:15]([CH2:19][C:20]3[C:25](Br)=[CH:24][CH:23]=[C:22]([Cl:27])[N:21]=3)[C@H:14]2[CH3:28])[CH:6]=[C:7]([C:9]([F:12])([F:11])[F:10])[CH:8]=1.[CH3:31][O:32][C:33]1[CH:38]=[CH:37][C:36]([C:39]([CH3:43])([CH3:42])[CH2:40][OH:41])=[CH:35][C:34]=1B1OC(C)(C)C(C)(C)O1.C(=O)([O-])[O-].[K+].[K+], predict the reaction product. The product is: [F:1][C:2]([F:30])([F:29])[C:3]1[CH:4]=[C:5]([C@H:13]2[O:17][C:16](=[O:18])[N:15]([CH2:19][C:20]3[C:25]([C:34]4[CH:35]=[C:36]([C:39]([CH3:43])([CH3:42])[CH2:40][OH:41])[CH:37]=[CH:38][C:33]=4[O:32][CH3:31])=[CH:24][CH:23]=[C:22]([Cl:27])[N:21]=3)[C@H:14]2[CH3:28])[CH:6]=[C:7]([C:9]([F:12])([F:11])[F:10])[CH:8]=1. (5) Given the reactants [I:1][C:2]1[CH:3]=[CH:4][C:5]([NH2:8])=[N:6][CH:7]=1.C1C(=O)N([Br:16])C(=O)C1, predict the reaction product. The product is: [Br:16][C:4]1[C:5]([NH2:8])=[N:6][CH:7]=[C:2]([I:1])[CH:3]=1. (6) Given the reactants [CH:1]1([NH2:4])[CH2:3][CH2:2]1.C(N(C(C)C)CC)(C)C.[CH3:14][C:15]([O:18][C:19]([NH:21][CH2:22][C:23]1[CH:31]=[CH:30][C:26]([C:27](O)=[O:28])=[CH:25][CH:24]=1)=[O:20])([CH3:17])[CH3:16].C(Cl)CCl.C1C=CC2N(O)N=NC=2C=1, predict the reaction product. The product is: [CH:1]1([NH:4][C:27]([C:26]2[CH:25]=[CH:24][C:23]([CH2:22][NH:21][C:19](=[O:20])[O:18][C:15]([CH3:16])([CH3:14])[CH3:17])=[CH:31][CH:30]=2)=[O:28])[CH2:3][CH2:2]1. (7) Given the reactants C1(C(C2C=CC=CC=2)([C@@H]2CCCN2)O)C=CC=CC=1.B.CSC.[CH3:24][O:25][C:26](=[O:39])[CH2:27][C:28](=[O:38])[CH2:29][CH2:30][C:31]1[CH:36]=[CH:35][CH:34]=[C:33]([F:37])[CH:32]=1, predict the reaction product. The product is: [CH3:24][O:25][C:26](=[O:39])[CH2:27][C@@H:28]([OH:38])[CH2:29][CH2:30][C:31]1[CH:36]=[CH:35][CH:34]=[C:33]([F:37])[CH:32]=1. (8) The product is: [OH:40][CH2:39][C:13]1[CH:12]=[CH:11][CH:10]=[C:9]2[C:14]=1[CH2:15][CH2:16][N:7]1[C:6](=[O:17])[CH2:5][N:4]=[C:3]([C:18]3[CH:23]=[CH:22][CH:21]=[C:20]([O:24][CH3:25])[CH:19]=3)[CH:2]=[C:8]12. Given the reactants Br[C:2]1[C:3]([C:18]2[CH:23]=[CH:22][CH:21]=[C:20]([O:24][CH3:25])[CH:19]=2)=[N:4][CH2:5][C:6](=[O:17])[N:7]2[CH2:16][CH2:15][C:14]3[C:9](=[CH:10][CH:11]=[CH:12][CH:13]=3)[C:8]=12.C([Sn]([CH2:39][OH:40])(CCCC)CCCC)CCC, predict the reaction product. (9) Given the reactants [Si]([O:8][CH2:9][CH2:10][N:11]([C:29]1[C:38]2[C:33](=[CH:34][CH:35]=[CH:36][CH:37]=2)[CH:32]=[CH:31][CH:30]=1)[C:12](=[O:28])[CH2:13][C:14]1[CH:19]=[CH:18][C:17]([NH:20]C(=O)OC(C)(C)C)=[CH:16][CH:15]=1)(C(C)(C)C)(C)C.[C:39]([O:50][CH3:51])(=[O:49])[CH2:40][CH2:41][CH2:42][CH2:43][CH2:44][CH2:45][C:46]([O-])=[O:47].CCN=C=NCCCN(C)C, predict the reaction product. The product is: [OH:8][CH2:9][CH2:10][N:11]([C:29]1[C:38]2[C:33](=[CH:34][CH:35]=[CH:36][CH:37]=2)[CH:32]=[CH:31][CH:30]=1)[C:12](=[O:28])[CH2:13][C:14]1[CH:19]=[CH:18][C:17]([NH:20][C:46](=[O:47])[CH2:45][CH2:44][CH2:43][CH2:42][CH2:41][CH2:40][C:39]([O:50][CH3:51])=[O:49])=[CH:16][CH:15]=1. (10) Given the reactants C([O:4][C@H:5]1[C@@H:27]([O:28]C(=O)C)[C@H:26]([O:32]C(=O)C)[C@@H:25]([CH2:36][O:37]C(=O)C)[O:24][C@@H:6]1[O:7][C:8]1[CH:13]=[CH:12][C:11]([N:14]2[C:22]3[C:17](=[CH:18][CH:19]=[CH:20][CH:21]=3)[CH2:16][CH2:15]2)=[CH:10][C:9]=1[Cl:23])(=O)C.C[O-].[Na+], predict the reaction product. The product is: [O:7]([C:8]1[CH:13]=[CH:12][C:11]([N:14]2[C:22]3[C:17](=[CH:18][CH:19]=[CH:20][CH:21]=3)[CH2:16][CH2:15]2)=[CH:10][C:9]=1[Cl:23])[C@H:6]1[O:24][C@H:25]([CH2:36][OH:37])[C@@H:26]([OH:32])[C@H:27]([OH:28])[C@@H:5]1[OH:4].